Dataset: Peptide-MHC class II binding affinity with 134,281 pairs from IEDB. Task: Regression. Given a peptide amino acid sequence and an MHC pseudo amino acid sequence, predict their binding affinity value. This is MHC class II binding data. (1) The peptide sequence is LNKIVRMYSPVSILDI. The MHC is HLA-DQA10501-DQB10201 with pseudo-sequence HLA-DQA10501-DQB10201. The binding affinity (normalized) is 0.427. (2) The peptide sequence is YDKFWANVSTVLTGK. The MHC is DRB1_0701 with pseudo-sequence DRB1_0701. The binding affinity (normalized) is 0.755. (3) The peptide sequence is TATYGGKWLDAKSTW. The MHC is DRB5_0101 with pseudo-sequence DRB5_0101. The binding affinity (normalized) is 0.0950. (4) The peptide sequence is EKKYFACTQFEPLAA. The MHC is HLA-DPA10201-DPB10101 with pseudo-sequence HLA-DPA10201-DPB10101. The binding affinity (normalized) is 0.868. (5) The peptide sequence is IKEKGKDKWIELKES. The MHC is HLA-DPA10103-DPB10401 with pseudo-sequence HLA-DPA10103-DPB10401. The binding affinity (normalized) is 0.0681. (6) The peptide sequence is ATAAAIQLKCSDSMP. The MHC is HLA-DPA10103-DPB10401 with pseudo-sequence HLA-DPA10103-DPB10401. The binding affinity (normalized) is 0.